The task is: Predict the reactants needed to synthesize the given product.. This data is from Full USPTO retrosynthesis dataset with 1.9M reactions from patents (1976-2016). (1) Given the product [CH:40]1([C:38]([NH:37][C:35]2[N:36]=[C:31]3[CH:30]=[CH:29][C:28]([O:27][C:26]4[CH:25]=[CH:24][C:23]([NH:22][C:7]([C:5]5[N:4]([C:10]6[CH:15]=[CH:14][CH:13]=[CH:12][CH:11]=6)[N:3]=[C:2]([CH3:1])[CH:6]=5)=[O:9])=[CH:44][CH:43]=4)=[CH:33][N:32]3[CH:34]=2)=[O:39])[CH2:41][CH2:42]1, predict the reactants needed to synthesize it. The reactants are: [CH3:1][C:2]1[CH:6]=[C:5]([C:7]([OH:9])=O)[N:4]([C:10]2[CH:15]=[CH:14][CH:13]=[CH:12][CH:11]=2)[N:3]=1.C(Cl)(=O)C(Cl)=O.[NH2:22][C:23]1[CH:44]=[CH:43][C:26]([O:27][C:28]2[CH:29]=[CH:30][C:31]3[N:32]([CH:34]=[C:35]([NH:37][C:38]([CH:40]4[CH2:42][CH2:41]4)=[O:39])[N:36]=3)[CH:33]=2)=[CH:25][CH:24]=1.C(=O)([O-])O.[Na+]. (2) Given the product [Br:1][C:2]1[CH:7]=[C:6]([C:8]2([C:9]#[N:10])[CH2:13][CH2:12]2)[CH:5]=[CH:4][N:3]=1, predict the reactants needed to synthesize it. The reactants are: [Br:1][C:2]1[CH:7]=[C:6]([CH2:8][C:9]#[N:10])[CH:5]=[CH:4][N:3]=1.Br[CH2:12][CH2:13]Br.CCOCC.[H-].[Na+]. (3) Given the product [Br:1][C:2]1[CH:3]=[C:4](/[CH:5]=[CH:14]/[C:13]2[CH:23]=[CH:24][CH:25]=[CH:26][C:12]=2[F:11])[C:7]([F:10])=[CH:8][N:9]=1, predict the reactants needed to synthesize it. The reactants are: [Br:1][C:2]1[CH:3]=[C:4]([C:7]([F:10])=[CH:8][N:9]=1)[CH:5]=O.[F:11][C:12]1[CH:26]=[CH:25][CH:24]=[CH:23][C:13]=1[CH2:14]P(=O)(OCC)OCC.CC(C)([O-])C.[K+]. (4) Given the product [C:5]1([CH:4]([C:11]2[CH:16]=[CH:15][CH:14]=[CH:13][CH:12]=2)[CH2:3][CH2:2][NH:17][CH2:18][CH2:19][OH:20])[CH:10]=[CH:9][CH:8]=[CH:7][CH:6]=1, predict the reactants needed to synthesize it. The reactants are: Br[CH2:2][CH2:3][CH:4]([C:11]1[CH:16]=[CH:15][CH:14]=[CH:13][CH:12]=1)[C:5]1[CH:10]=[CH:9][CH:8]=[CH:7][CH:6]=1.[NH2:17][CH2:18][CH2:19][OH:20].C(=O)([O-])[O-].[K+].[K+].C(C#N)(C)=O. (5) Given the product [CH3:15][O:13][C:12](=[O:14])[CH2:11][C:5]1[C:4]2[C:8](=[CH:9][CH:10]=[C:2]([Br:1])[CH:3]=2)[NH:7][CH:6]=1, predict the reactants needed to synthesize it. The reactants are: [Br:1][C:2]1[CH:3]=[C:4]2[C:8](=[CH:9][CH:10]=1)[NH:7][CH:6]=[C:5]2[CH2:11][C:12]([OH:14])=[O:13].[CH3:15][Si](C=[N+]=[N-])(C)C. (6) Given the product [CH3:1][O:2][C:3]1[CH:8]=[CH:7][C:6]([CH2:9][CH2:10][NH:11][C:18](=[O:21])[O:19][CH3:20])=[CH:5][CH:4]=1, predict the reactants needed to synthesize it. The reactants are: [CH3:1][O:2][C:3]1[CH:8]=[CH:7][C:6]([CH2:9][CH2:10][NH2:11])=[CH:5][CH:4]=1.C(=O)([O-])[O-].[Na+].[Na+].[C:18](Cl)(=[O:21])[O:19][CH3:20].O. (7) Given the product [CH3:17][C:18]1[NH:10][CH2:9][CH2:8][C@@H:11]([C:12]([OH:14])=[O:13])[N:15]=1, predict the reactants needed to synthesize it. The reactants are: C(OC)(OC)OC.[CH2:8]([C@H:11]([NH2:15])[C:12]([OH:14])=[O:13])[CH2:9][NH2:10].Cl.[C:17](#N)[CH3:18]. (8) Given the product [Cl:8][C:9]1[N:10]=[C:11]([C:16]2[N:17]([CH3:25])[C:18]3[C:23]([CH:24]=2)=[CH:22][CH:21]=[CH:20][CH:19]=3)[N:12]=[C:13]([NH:7][C:4]2[CH:3]=[C:2]([CH3:1])[NH:6][N:5]=2)[CH:14]=1, predict the reactants needed to synthesize it. The reactants are: [CH3:1][C:2]1[NH:6][N:5]=[C:4]([NH2:7])[CH:3]=1.[Cl:8][C:9]1[CH:14]=[C:13](Cl)[N:12]=[C:11]([C:16]2[N:17]([CH3:25])[C:18]3[C:23]([CH:24]=2)=[CH:22][CH:21]=[CH:20][CH:19]=3)[N:10]=1.C(N(C(C)C)CC)(C)C. (9) Given the product [CH2:28]([O:27][C:22]1[CH:23]=[CH:24][CH:25]=[CH:26][C:21]=1[C:18]([NH:17][C:13]1[C:12](=[O:35])[N:11]([C:6]2[CH:5]=[C:4]([CH:9]=[CH:8][C:7]=2[Cl:10])[C:3]([NH:40][CH:37]2[CH2:39][CH2:38]2)=[O:36])[CH:16]=[CH:15][N:14]=1)([CH3:20])[CH3:19])[C:29]1[CH:30]=[CH:31][CH:32]=[CH:33][CH:34]=1, predict the reactants needed to synthesize it. The reactants are: CO[C:3](=[O:36])[C:4]1[CH:9]=[CH:8][C:7]([Cl:10])=[C:6]([N:11]2[CH:16]=[CH:15][N:14]=[C:13]([NH:17][C:18]([C:21]3[CH:26]=[CH:25][CH:24]=[CH:23][C:22]=3[O:27][CH2:28][C:29]3[CH:34]=[CH:33][CH:32]=[CH:31][CH:30]=3)([CH3:20])[CH3:19])[C:12]2=[O:35])[CH:5]=1.[CH:37]1([NH2:40])[CH2:39][CH2:38]1.C([Mg]Cl)(C)C. (10) Given the product [Cl:17][C:18]1[CH:23]=[C:22]([C:10]([F:12])([F:11])[F:9])[C:21]([Cl:25])=[CH:20][N:19]=1, predict the reactants needed to synthesize it. The reactants are: [F-].[K+].CN1CCCC1.[F:9][C:10]([Si](C)(C)C)([F:12])[F:11].[Cl:17][C:18]1[CH:23]=[C:22](I)[C:21]([Cl:25])=[CH:20][N:19]=1.N.